From a dataset of NCI-60 drug combinations with 297,098 pairs across 59 cell lines. Regression. Given two drug SMILES strings and cell line genomic features, predict the synergy score measuring deviation from expected non-interaction effect. (1) Drug 1: CC1OCC2C(O1)C(C(C(O2)OC3C4COC(=O)C4C(C5=CC6=C(C=C35)OCO6)C7=CC(=C(C(=C7)OC)O)OC)O)O. Drug 2: CC1CCC2CC(C(=CC=CC=CC(CC(C(=O)C(C(C(=CC(C(=O)CC(OC(=O)C3CCCCN3C(=O)C(=O)C1(O2)O)C(C)CC4CCC(C(C4)OC)O)C)C)O)OC)C)C)C)OC. Cell line: ACHN. Synergy scores: CSS=59.4, Synergy_ZIP=-4.45, Synergy_Bliss=-5.01, Synergy_Loewe=-0.107, Synergy_HSA=1.25. (2) Drug 1: CC1OCC2C(O1)C(C(C(O2)OC3C4COC(=O)C4C(C5=CC6=C(C=C35)OCO6)C7=CC(=C(C(=C7)OC)O)OC)O)O. Drug 2: CC1CCCC2(C(O2)CC(NC(=O)CC(C(C(=O)C(C1O)C)(C)C)O)C(=CC3=CSC(=N3)C)C)C. Cell line: ACHN. Synergy scores: CSS=50.9, Synergy_ZIP=-0.476, Synergy_Bliss=-2.59, Synergy_Loewe=-3.91, Synergy_HSA=-3.88. (3) Drug 1: CCCS(=O)(=O)NC1=C(C(=C(C=C1)F)C(=O)C2=CNC3=C2C=C(C=N3)C4=CC=C(C=C4)Cl)F. Drug 2: CC1C(C(CC(O1)OC2CC(OC(C2O)C)OC3=CC4=CC5=C(C(=O)C(C(C5)C(C(=O)C(C(C)O)O)OC)OC6CC(C(C(O6)C)O)OC7CC(C(C(O7)C)O)OC8CC(C(C(O8)C)O)(C)O)C(=C4C(=C3C)O)O)O)O. Cell line: PC-3. Synergy scores: CSS=4.50, Synergy_ZIP=5.51, Synergy_Bliss=6.59, Synergy_Loewe=7.19, Synergy_HSA=5.20. (4) Drug 1: C1=CC(=CC=C1C#N)C(C2=CC=C(C=C2)C#N)N3C=NC=N3. Drug 2: C(CC(=O)O)C(=O)CN.Cl. Cell line: HOP-62. Synergy scores: CSS=14.8, Synergy_ZIP=-2.83, Synergy_Bliss=-3.12, Synergy_Loewe=2.56, Synergy_HSA=-2.03. (5) Drug 1: C1=CN(C(=O)N=C1N)C2C(C(C(O2)CO)O)O.Cl. Drug 2: CC1=C2C(C(=O)C3(C(CC4C(C3C(C(C2(C)C)(CC1OC(=O)C(C(C5=CC=CC=C5)NC(=O)OC(C)(C)C)O)O)OC(=O)C6=CC=CC=C6)(CO4)OC(=O)C)O)C)O. Cell line: HT29. Synergy scores: CSS=50.3, Synergy_ZIP=1.50, Synergy_Bliss=0.923, Synergy_Loewe=1.98, Synergy_HSA=1.54. (6) Drug 1: C1CNP(=O)(OC1)N(CCCl)CCCl. Drug 2: CCN(CC)CCNC(=O)C1=C(NC(=C1C)C=C2C3=C(C=CC(=C3)F)NC2=O)C. Cell line: OVCAR3. Synergy scores: CSS=12.8, Synergy_ZIP=6.71, Synergy_Bliss=12.4, Synergy_Loewe=0.740, Synergy_HSA=5.73. (7) Cell line: NCI/ADR-RES. Synergy scores: CSS=7.94, Synergy_ZIP=-2.31, Synergy_Bliss=-0.270, Synergy_Loewe=-1.65, Synergy_HSA=-1.66. Drug 2: CC(C1=C(C=CC(=C1Cl)F)Cl)OC2=C(N=CC(=C2)C3=CN(N=C3)C4CCNCC4)N. Drug 1: CC12CCC(CC1=CCC3C2CCC4(C3CC=C4C5=CN=CC=C5)C)O.